The task is: Predict the reactants needed to synthesize the given product.. This data is from Retrosynthesis with 50K atom-mapped reactions and 10 reaction types from USPTO. (1) Given the product c1cnn(CC2CCNCC2)c1, predict the reactants needed to synthesize it. The reactants are: CC(C)(C)OC(=O)N1CCC(Cn2cccn2)CC1. (2) Given the product CNc1ccc(-c2nc3ccc(O)cc3o2)cn1, predict the reactants needed to synthesize it. The reactants are: CNc1ccc(-c2nc3ccc(OC)cc3o2)cn1. (3) Given the product Cc1cnc(NCCCN2CCN(C)CC2)nc1-c1cc2ccc(NC(=O)OC(C)(C)C)cc2s1, predict the reactants needed to synthesize it. The reactants are: CN1CCN(CCCN)CC1.Cc1cnc(Cl)nc1-c1cc2ccc(NC(=O)OC(C)(C)C)cc2s1.